From a dataset of Forward reaction prediction with 1.9M reactions from USPTO patents (1976-2016). Predict the product of the given reaction. (1) The product is: [F:44][C:33]1[CH:32]=[C:31]([O:30][CH2:29][C:28]2[CH:45]=[CH:46][C:25]([CH2:24][N:10]3[C:11]([CH2:13][CH2:14][C:15]4[CH:16]=[CH:17][CH:18]=[CH:19][CH:20]=4)=[CH:12][C:8]([C:5]4[CH:4]=[CH:3][C:2]([F:1])=[CH:7][CH:6]=4)=[N:9]3)=[CH:26][CH:27]=2)[CH:36]=[CH:35][C:34]=1[CH2:37][CH2:38][C:39]([O:41][CH2:42][CH3:43])=[O:40]. Given the reactants [F:1][C:2]1[CH:7]=[CH:6][C:5]([C:8]2[CH:12]=[C:11]([CH2:13][CH2:14][C:15]3[CH:20]=[CH:19][CH:18]=[CH:17][CH:16]=3)[NH:10][N:9]=2)=[CH:4][CH:3]=1.[H-].[Na+].Cl[CH2:24][C:25]1[CH:46]=[CH:45][C:28]([CH2:29][O:30][C:31]2[CH:36]=[CH:35][C:34]([CH2:37][CH2:38][C:39]([O:41][CH2:42][CH3:43])=[O:40])=[C:33]([F:44])[CH:32]=2)=[CH:27][CH:26]=1.Cl, predict the reaction product. (2) The product is: [F:19][C:20]([F:31])([F:30])[C:21]1[CH:26]=[C:25]([C:2]2[CH:11]=[CH:10][CH:9]=[C:8]3[C:3]=2[CH2:4][CH2:5][CH2:6][C:7]3=[O:12])[CH:24]=[CH:23][CH:22]=1. Given the reactants Br[C:2]1[CH:11]=[CH:10][CH:9]=[C:8]2[C:3]=1[CH2:4][CH2:5][CH2:6][C:7]2=[O:12].C(=O)([O-])[O-].[Na+].[Na+].[F:19][C:20]([F:31])([F:30])[C:21]1[CH:22]=[C:23](B(O)O)[CH:24]=[CH:25][CH:26]=1, predict the reaction product. (3) The product is: [NH2:1][C:4]1[C:5]([NH:13][CH:14]2[CH2:19][CH2:18][CH2:17][CH:16]([CH2:20][CH2:21][C:22]#[N:23])[CH2:15]2)=[C:6]2[S:12][CH:11]=[CH:10][C:7]2=[N:8][CH:9]=1. Given the reactants [N+:1]([C:4]1[C:5]([NH:13][CH:14]2[CH2:19][CH2:18][CH2:17][CH:16]([CH:20]=[CH:21][C:22]#[N:23])[CH2:15]2)=[C:6]2[S:12][CH:11]=[CH:10][C:7]2=[N:8][CH:9]=1)([O-])=O, predict the reaction product. (4) Given the reactants [C:1]([N:4]1[C:13]2[C:8](=[CH:9][CH:10]=[CH:11][CH:12]=2)[C:7](=[N:14][C:15]2[CH:20]=[CH:19][C:18]([CH2:21][O:22][Si:23]([C:36]([CH3:39])([CH3:38])[CH3:37])([C:30]3[CH:35]=[CH:34][CH:33]=[CH:32][CH:31]=3)[C:24]3[CH:29]=[CH:28][CH:27]=[CH:26][CH:25]=3)=[CH:17][CH:16]=2)[CH2:6][CH:5]1[CH3:40])(=[O:3])[CH3:2].[BH4-].[Na+].O.O.O.O.O.O.O.[Cl-].[Cl-].[Cl-].[Ce+3].Cl.C(=O)([O-])O.[Na+], predict the reaction product. The product is: [C:1]([N:4]1[C:13]2[C:8](=[CH:9][CH:10]=[CH:11][CH:12]=2)[CH:7]([NH:14][C:15]2[CH:20]=[CH:19][C:18]([CH2:21][O:22][Si:23]([C:36]([CH3:39])([CH3:38])[CH3:37])([C:24]3[CH:29]=[CH:28][CH:27]=[CH:26][CH:25]=3)[C:30]3[CH:31]=[CH:32][CH:33]=[CH:34][CH:35]=3)=[CH:17][CH:16]=2)[CH2:6][CH:5]1[CH3:40])(=[O:3])[CH3:2]. (5) Given the reactants [CH2:1]([O:8][C:9]([CH:11]1[CH2:16][CH2:15][CH:14]([NH:17][O:18][CH2:19][C:20]2[CH:25]=[CH:24][CH:23]=[CH:22][CH:21]=2)[CH2:13][NH:12]1)=[O:10])[C:2]1[CH:7]=[CH:6][CH:5]=[CH:4][CH:3]=1.[C:26]([OH:31])(=[O:30])[C:27]([OH:29])=[O:28], predict the reaction product. The product is: [C:26]([OH:31])(=[O:30])[C:27]([OH:29])=[O:28].[CH2:1]([O:8][C:9]([CH:11]1[CH2:16][CH2:15][CH:14]([NH:17][O:18][CH2:19][C:20]2[CH:25]=[CH:24][CH:23]=[CH:22][CH:21]=2)[CH2:13][NH:12]1)=[O:10])[C:2]1[CH:3]=[CH:4][CH:5]=[CH:6][CH:7]=1. (6) The product is: [OH:25][C@H:22]1[C@@H:23]([OH:24])[C@H:19]([OH:20])[C@@H:16]([CH2:17][OH:18])[O:26][C@@H:21]1[C:5]1[CH:6]=[CH:7][C:12]([C:28]2[N:3]=[N:2][N:1]([CH2:4][C:5]3[CH:6]=[C:7]([CH:12]=[CH:13][CH:14]=3)[C:8]([O:10][CH3:11])=[O:9])[CH:27]=2)=[CH:13][CH:14]=1. Given the reactants [N:1]([CH2:4][C:5]1[CH:6]=[C:7]([CH:12]=[CH:13][CH:14]=1)[C:8]([O:10][CH3:11])=[O:9])=[N+:2]=[N-:3].O[C@H:16]([C@@H:19]1[C:23]([O-:24])=[C:22]([OH:25])[C:21](=[O:26])[O:20]1)[CH2:17][OH:18].[CH3:27][CH2:28]O, predict the reaction product. (7) The product is: [Cl:1][C:2]1[N:3]=[C:4]([NH:18][C:15]2[CH:14]=[C:13]([CH:10]([CH3:12])[CH3:11])[NH:17][N:16]=2)[CH:5]=[C:6]([Cl:8])[N:7]=1. Given the reactants [Cl:1][C:2]1[N:7]=[C:6]([Cl:8])[CH:5]=[C:4](Cl)[N:3]=1.[CH:10]([C:13]1[NH:17][N:16]=[C:15]([NH2:18])[CH:14]=1)([CH3:12])[CH3:11].C(N(C(C)C)CC)(C)C, predict the reaction product. (8) Given the reactants [N+](C1C=CC(C(O)=O)=CC=1)([O-])=O.C1(P(C2C=CC=CC=2)C2C=CC=CC=2)C=CC=CC=1.CC(OC(/N=N/C(OC(C)C)=O)=O)C.O[Li].O.[C@H:49]1([OH:57])[CH2:56][CH2:55][CH2:54][O:53][CH2:52][O:51][CH2:50]1, predict the reaction product. The product is: [C@@H:49]1([OH:57])[CH2:56][CH2:55][CH2:54][O:53][CH2:52][O:51][CH2:50]1.